This data is from Catalyst prediction with 721,799 reactions and 888 catalyst types from USPTO. The task is: Predict which catalyst facilitates the given reaction. (1) Reactant: [OH-].[Li+].[CH:3]1([C@H:9]([NH:14][C:15]([C:17]2[CH:22]=[CH:21][C:20]([C:23]3[CH:24]=[N:25][CH:26]=[N:27][CH:28]=3)=[CH:19][C:18]=2[NH:29][C:30]([NH:32][C:33]2[C:38]([CH3:39])=[CH:37][CH:36]=[CH:35][C:34]=2[CH3:40])=[O:31])=[O:16])[C:10]([O:12]C)=[O:11])[CH2:8][CH2:7][CH2:6][CH2:5][CH2:4]1.CO.O. Product: [CH:3]1([C@H:9]([NH:14][C:15]([C:17]2[CH:22]=[CH:21][C:20]([C:23]3[CH:24]=[N:25][CH:26]=[N:27][CH:28]=3)=[CH:19][C:18]=2[NH:29][C:30]([NH:32][C:33]2[C:34]([CH3:40])=[CH:35][CH:36]=[CH:37][C:38]=2[CH3:39])=[O:31])=[O:16])[C:10]([OH:12])=[O:11])[CH2:4][CH2:5][CH2:6][CH2:7][CH2:8]1. The catalyst class is: 1. (2) Reactant: [OH-].[Na+].[N+:3]([C:6]1[CH:14]=[C:13]2[C:9]([CH:10]=[N:11][NH:12]2)=[CH:8][CH:7]=1)([O-:5])=[O:4].[Br-:15].[Br-].[Br-].[NH+]1C=CC=CC=1.[NH+]1C=CC=CC=1.[NH+]1C=CC=CC=1.Cl. Product: [Br:15][C:10]1[C:9]2[C:13](=[CH:14][C:6]([N+:3]([O-:5])=[O:4])=[CH:7][CH:8]=2)[NH:12][N:11]=1. The catalyst class is: 72. (3) Reactant: [F:1][C:2]([F:28])([F:27])[C:3]1[CH:4]=[CH:5][C:6]([O:9][C:10]2[CH:11]=[C:12]3[C:17](=[CH:18][CH:19]=2)[N:16]=[C:15]([C:20]([N:22]2[CH2:25][C:24](=O)[CH2:23]2)=[O:21])[CH:14]=[CH:13]3)=[N:7][CH:8]=1.Cl.[F:30][C@@H:31]1[CH2:35][CH2:34][NH:33][CH2:32]1.C(O)(=O)C.C([BH3-])#N.[Na+]. Product: [F:30][C@@H:31]1[CH2:35][CH2:34][N:33]([CH:24]2[CH2:25][N:22]([C:20]([C:15]3[CH:14]=[CH:13][C:12]4[C:17](=[CH:18][CH:19]=[C:10]([O:9][C:6]5[CH:5]=[CH:4][C:3]([C:2]([F:1])([F:27])[F:28])=[CH:8][N:7]=5)[CH:11]=4)[N:16]=3)=[O:21])[CH2:23]2)[CH2:32]1. The catalyst class is: 5.